From a dataset of Full USPTO retrosynthesis dataset with 1.9M reactions from patents (1976-2016). Predict the reactants needed to synthesize the given product. Given the product [Si:8]([O:15][CH2:16]/[CH:17]=[N:7]/[S:5]([C:2]([CH3:4])([CH3:3])[CH3:1])=[O:6])([C:11]([CH3:14])([CH3:13])[CH3:12])([CH3:10])[CH3:9], predict the reactants needed to synthesize it. The reactants are: [CH3:1][C:2]([S@@:5]([NH2:7])=[O:6])([CH3:4])[CH3:3].[Si:8]([O:15][CH2:16][CH:17]=O)([C:11]([CH3:14])([CH3:13])[CH3:12])([CH3:10])[CH3:9].